From a dataset of Peptide-MHC class I binding affinity with 185,985 pairs from IEDB/IMGT. Regression. Given a peptide amino acid sequence and an MHC pseudo amino acid sequence, predict their binding affinity value. This is MHC class I binding data. (1) The peptide sequence is YMIKLAKEV. The MHC is HLA-A02:50 with pseudo-sequence HLA-A02:50. The binding affinity (normalized) is 1.00. (2) The binding affinity (normalized) is 0.597. The peptide sequence is CVDIFTEGK. The MHC is HLA-A11:01 with pseudo-sequence HLA-A11:01. (3) The binding affinity (normalized) is 0.169. The MHC is H-2-Db with pseudo-sequence H-2-Db. The peptide sequence is GNPVFLAL.